From a dataset of Forward reaction prediction with 1.9M reactions from USPTO patents (1976-2016). Predict the product of the given reaction. Given the reactants [C:1]1([N:7]2[CH:12]=[CH:11][C:10](=[O:13])[C:9]([CH2:14][C:15]3[CH:20]=[CH:19][CH:18]=[C:17](B4OC(C)(C)C(C)(C)O4)[CH:16]=3)=[N:8]2)[CH:6]=[CH:5][CH:4]=[CH:3][CH:2]=1.Br[C:31]1[N:35]=[CH:34][N:33]([CH3:36])[N:32]=1.CC(C1C=C(C(C)C)C(C2C=CC=CC=2P(C2CCCCC2)C2CCCCC2)=C(C(C)C)C=1)C.C([O-])([O-])=O.[Cs+].[Cs+], predict the reaction product. The product is: [CH3:36][N:33]1[CH:34]=[N:35][C:31]([C:17]2[CH:16]=[C:15]([CH:20]=[CH:19][CH:18]=2)[CH2:14][C:9]2[C:10](=[O:13])[CH:11]=[CH:12][N:7]([C:1]3[CH:2]=[CH:3][CH:4]=[CH:5][CH:6]=3)[N:8]=2)=[N:32]1.